From a dataset of Catalyst prediction with 721,799 reactions and 888 catalyst types from USPTO. Predict which catalyst facilitates the given reaction. (1) Reactant: [Cl:1][C:2]1[C:3]([O:12][C:13]2[CH:20]=[C:19]([O:21][CH2:22][O:23][CH3:24])[CH:18]=[CH:17][C:14]=2[CH:15]=O)=[N:4][CH:5]=[C:6]([C:8]([F:11])([F:10])[F:9])[CH:7]=1.[CH3:25][CH2:26][O:27][C:28]([CH:30](P(OCC)(OCC)=O)[CH3:31])=[O:29].O.[OH-].[Li+].Cl. Product: [Cl:1][C:2]1[C:3]([O:12][C:13]2[CH:20]=[C:19]([O:21][CH2:22][O:23][CH3:24])[CH:18]=[CH:17][C:14]=2/[CH:15]=[C:30](\[CH3:31])/[C:28]([O:27][CH2:26][CH3:25])=[O:29])=[N:4][CH:5]=[C:6]([C:8]([F:11])([F:10])[F:9])[CH:7]=1. The catalyst class is: 348. (2) Reactant: [C:1]([CH2:3][C:4]1([N:20]2[CH:24]=[C:23]([C:25]3[C:26]4[CH:33]=[CH:32][N:31](COCC[Si](C)(C)C)[C:27]=4[N:28]=[CH:29][N:30]=3)[CH:22]=[N:21]2)[CH2:7][N:6]([C:8]2[CH:19]=[CH:18][C:11]([C:12]([NH:14][CH:15]([CH3:17])[CH3:16])=[O:13])=[CH:10][CH:9]=2)[CH2:5]1)#[N:2].FC(F)(F)C(O)=O. Product: [C:1]([CH2:3][C:4]1([N:20]2[CH:24]=[C:23]([C:25]3[C:26]4[CH:33]=[CH:32][NH:31][C:27]=4[N:28]=[CH:29][N:30]=3)[CH:22]=[N:21]2)[CH2:5][N:6]([C:8]2[CH:9]=[CH:10][C:11]([C:12]([NH:14][CH:15]([CH3:17])[CH3:16])=[O:13])=[CH:18][CH:19]=2)[CH2:7]1)#[N:2]. The catalyst class is: 2.